Dataset: Forward reaction prediction with 1.9M reactions from USPTO patents (1976-2016). Task: Predict the product of the given reaction. (1) Given the reactants [NH2:1][C:2]1[CH:7]=[CH:6][C:5]([S:8]([F:13])([F:12])([F:11])([F:10])[F:9])=[CH:4][C:3]=1[N+:14]([O-:16])=[O:15].[H-].[Na+].[CH3:19]N(C=O)C.IC, predict the reaction product. The product is: [CH3:19][NH:1][C:2]1[CH:7]=[CH:6][C:5]([S:8]([F:11])([F:12])([F:13])([F:10])[F:9])=[CH:4][C:3]=1[N+:14]([O-:16])=[O:15]. (2) Given the reactants [Si:1]([O:8][CH2:9][C@@H:10]1[C:18]2[C:13](=[CH:14][CH:15]=[CH:16][CH:17]=2)[CH2:12][C@H:11]1[NH2:19])([C:4]([CH3:7])([CH3:6])[CH3:5])([CH3:3])[CH3:2].[Cl:20][C:21]1[S:28][C:27]2[CH:26]=[C:25]([C:29](O)=[O:30])[NH:24][C:23]=2[C:22]=1[Cl:32].CCN(C(C)C)C(C)C.C1C=CC2N(O)N=NC=2C=1.CCN=C=NCCCN(C)C, predict the reaction product. The product is: [Si:1]([O:8][CH2:9][C@@H:10]1[C:18]2[C:13](=[CH:14][CH:15]=[CH:16][CH:17]=2)[CH2:12][C@H:11]1[NH:19][C:29]([C:25]1[NH:24][C:23]2[C:22]([Cl:32])=[C:21]([Cl:20])[S:28][C:27]=2[CH:26]=1)=[O:30])([C:4]([CH3:7])([CH3:6])[CH3:5])([CH3:3])[CH3:2]. (3) Given the reactants [Cl:1][C:2]1[CH:7]=[CH:6][C:5]([C:8]([CH:11]([CH2:31]N)[CH2:12][CH:13](CC2C=CC=CN=2)[NH:14][CH2:15][C:16]2[C:21]([CH3:22])=[CH:20]C(C)=[CH:18][N:17]=2)([CH3:10])[CH3:9])=[CH:4][CH:3]=1.[CH3:33][C:34]([O-])=O.[Na+].Br[C:39]#[N:40].O, predict the reaction product. The product is: [Cl:1][C:2]1[CH:3]=[CH:4][C:5]([C:8]([C:11]2[C:12]([CH2:13][N:14]([CH2:15][C:16]3[C:21]([CH3:22])=[CH:20][C:34]([CH3:33])=[CH:18][N:17]=3)[CH2:8][CH2:11][CH2:12][CH2:13][NH:14][C:39]#[N:40])=[N:17][CH:16]=[CH:15][CH:31]=2)([CH3:9])[CH3:10])=[CH:6][CH:7]=1. (4) Given the reactants [SH:1][C:2]1[NH:3][CH:4]=[C:5]([C:7]([O:9][CH2:10][CH3:11])=[O:8])[N:6]=1.[C:12]([O-])([O-])=O.[K+].[K+].CI, predict the reaction product. The product is: [CH3:12][S:1][C:2]1[NH:3][CH:4]=[C:5]([C:7]([O:9][CH2:10][CH3:11])=[O:8])[N:6]=1. (5) Given the reactants [N:1]1[CH:6]=[CH:5][N:4]=[CH:3][C:2]=1[C:7]1[CH:14]=[CH:13][CH:12]=[CH:11][C:8]=1[CH:9]=[O:10].[BH4-].[Na+], predict the reaction product. The product is: [N:1]1[CH:6]=[CH:5][N:4]=[CH:3][C:2]=1[C:7]1[CH:14]=[CH:13][CH:12]=[CH:11][C:8]=1[CH2:9][OH:10].